This data is from Peptide-MHC class I binding affinity with 185,985 pairs from IEDB/IMGT. The task is: Regression. Given a peptide amino acid sequence and an MHC pseudo amino acid sequence, predict their binding affinity value. This is MHC class I binding data. (1) The peptide sequence is YVIKVSARV. The MHC is Mamu-A2201 with pseudo-sequence Mamu-A2201. The binding affinity (normalized) is 0. (2) The peptide sequence is FIKNPACTV. The MHC is HLA-A02:19 with pseudo-sequence HLA-A02:19. The binding affinity (normalized) is 0.274. (3) The peptide sequence is FPLTQRDVL. The MHC is HLA-B15:09 with pseudo-sequence HLA-B15:09. The binding affinity (normalized) is 0.456.